This data is from Reaction yield outcomes from USPTO patents with 853,638 reactions. The task is: Predict the reaction yield, written as a fraction of the theoretical maximum amount of product (1.0 means a 100% yield; for example, 0.34 means a 34% yield). (1) The reactants are [Br:1][C:2]1[CH:7]=[CH:6][C:5]([CH2:8][C:9](O)=[O:10])=[C:4]([F:12])[CH:3]=1.S(Cl)([Cl:15])=O.CN(C=O)C. The catalyst is CC(=O)OCC. The product is [Br:1][C:2]1[CH:7]=[CH:6][C:5]([CH2:8][C:9]([Cl:15])=[O:10])=[C:4]([F:12])[CH:3]=1. The yield is 0.970. (2) The reactants are [NH2:1][C:2]1[C:7]2[CH:8]=[C:9](Br)[S:10][C:6]=2[C:5]([C:12]([NH2:14])=[O:13])=[CH:4][N:3]=1.[N+:15]([C:18]1[CH:19]=[C:20](B(O)O)[CH:21]=[CH:22][CH:23]=1)([O-:17])=[O:16].C([O-])([O-])=O.[Na+].[Na+]. The catalyst is CN(C=O)C. The product is [NH2:1][C:2]1[C:7]2[CH:8]=[C:9]([C:22]3[CH:21]=[CH:20][CH:19]=[C:18]([N+:15]([O-:17])=[O:16])[CH:23]=3)[S:10][C:6]=2[C:5]([C:12]([NH2:14])=[O:13])=[CH:4][N:3]=1. The yield is 0.550.